From a dataset of Reaction yield outcomes from USPTO patents with 853,638 reactions. Predict the reaction yield, written as a fraction of the theoretical maximum amount of product (1.0 means a 100% yield; for example, 0.34 means a 34% yield). (1) The reactants are [Cl:1][C:2]1[CH:10]=[C:9](I)[C:5]2[O:6][CH2:7][O:8][C:4]=2[C:3]=1[NH2:12].[CH3:13][O:14][CH2:15][CH2:16][O:17][CH2:18][C:19]#[CH:20].C(NC(C)C)(C)C. The catalyst is C(OCC)(=O)C.[Pd](Cl)Cl.C1(P(C2C=CC=CC=2)C2C=CC=CC=2)C=CC=CC=1.C1(P(C2C=CC=CC=2)C2C=CC=CC=2)C=CC=CC=1.[Cu]I. The product is [Cl:1][C:2]1[CH:10]=[C:9]([C:20]#[C:19][CH2:18][O:17][CH2:16][CH2:15][O:14][CH3:13])[C:5]2[O:6][CH2:7][O:8][C:4]=2[C:3]=1[NH2:12]. The yield is 0.860. (2) The reactants are [CH2:1]([C:5]1[C:6]2[N:7]([CH:12]=[C:13]([C:15]3[CH:20]=[CH:19][CH:18]=[CH:17][C:16]=3[O:21][CH3:22])[N:14]=2)[CH2:8][C:9](=O)[N:10]=1)[CH2:2][CH2:3][CH3:4].B.C1COCC1.Cl.C([O-])([O-])=O.[K+].[K+]. The catalyst is C1COCC1. The product is [CH2:1]([CH:5]1[NH:10][CH2:9][CH2:8][N:7]2[CH:12]=[C:13]([C:15]3[CH:20]=[CH:19][CH:18]=[CH:17][C:16]=3[O:21][CH3:22])[N:14]=[C:6]12)[CH2:2][CH2:3][CH3:4]. The yield is 0.920. (3) The reactants are [NH2:1][C@H:2]([C:8]([OH:10])=O)[CH2:3][CH2:4][C:5]([OH:7])=[O:6].[CH3:11]CN(CC)CC.[CH3:18][C:19]([O:22][C:23](O[C:23]([O:22][C:19]([CH3:21])([CH3:20])[CH3:18])=[O:24])=[O:24])([CH3:21])[CH3:20].[CH3:33][OH:34]. No catalyst specified. The product is [CH3:33][O:34][C:8](=[O:10])[C@H:2]([CH2:3][CH2:4][C:5]([O:7][CH3:11])=[O:6])[NH:1][C:23]([O:22][C:19]([CH3:21])([CH3:20])[CH3:18])=[O:24]. The yield is 0.950. (4) The reactants are [C:1]([C:5]1[NH:6][C:7]2[C:12]([CH:13]=1)=[C:11]([F:14])[CH:10]=[CH:9][CH:8]=2)([CH3:4])([CH3:3])[CH3:2].[N+:15]([O-])([O-:17])=[O:16].[K+].O. The catalyst is OS(O)(=O)=O. The product is [C:1]([C:5]1[NH:6][C:7]2[C:12]([CH:13]=1)=[C:11]([F:14])[C:10]([N+:15]([O-:17])=[O:16])=[CH:9][CH:8]=2)([CH3:4])([CH3:2])[CH3:3]. The yield is 0.730.